Dataset: TCR-epitope binding with 47,182 pairs between 192 epitopes and 23,139 TCRs. Task: Binary Classification. Given a T-cell receptor sequence (or CDR3 region) and an epitope sequence, predict whether binding occurs between them. (1) The epitope is YVLDHLIVV. The TCR CDR3 sequence is CASTGGPGYGAQYF. Result: 1 (the TCR binds to the epitope). (2) The epitope is YLDAYNMMI. The TCR CDR3 sequence is CASSSRQGAYTEAFF. Result: 1 (the TCR binds to the epitope). (3) The epitope is GPGHKARVL. The TCR CDR3 sequence is CASSGAGDRGPNQPQHF. Result: 0 (the TCR does not bind to the epitope). (4) The epitope is YLNTLTLAV. The TCR CDR3 sequence is CSASVTSEYTDTQYF. Result: 1 (the TCR binds to the epitope). (5) The epitope is NLNESLIDL. The TCR CDR3 sequence is CSAREGNQPQHF. Result: 0 (the TCR does not bind to the epitope).